From a dataset of Reaction yield outcomes from USPTO patents with 853,638 reactions. Predict the reaction yield, written as a fraction of the theoretical maximum amount of product (1.0 means a 100% yield; for example, 0.34 means a 34% yield). (1) The reactants are [NH:1]1[CH:5]=[C:4]([CH:6]=[O:7])[N:3]=[CH:2]1.CC(C)([O-])C.[K+].[F:14][C:15]1[CH:22]=[CH:21][C:18]([CH2:19]Br)=[CH:17][CH:16]=1.[Cl-].[NH4+]. The catalyst is CN(C)C=O. The product is [F:14][C:15]1[CH:22]=[CH:21][C:18]([CH2:19][N:1]2[CH:5]=[C:4]([CH:6]=[O:7])[N:3]=[CH:2]2)=[CH:17][CH:16]=1. The yield is 0.440. (2) The reactants are Cl.[NH2:2][CH2:3][CH2:4][NH:5][C:6]([C:8]1[O:9][C:10]([CH3:20])([C:14]2[CH:19]=[CH:18][CH:17]=[CH:16][CH:15]=2)[C:11](=[O:13])[CH:12]=1)=[O:7].[C:21](O)(=[O:43])[CH2:22][CH2:23]/[CH:24]=[CH:25]\[CH2:26]/[CH:27]=[CH:28]\[CH2:29]/[CH:30]=[CH:31]\[CH2:32]/[CH:33]=[CH:34]\[CH2:35]/[CH:36]=[CH:37]\[CH2:38]/[CH:39]=[CH:40]\[CH2:41][CH3:42].CN(C(ON1N=NC2C=CC=NC1=2)=[N+](C)C)C.F[P-](F)(F)(F)(F)F.CCN(C(C)C)C(C)C. The catalyst is CC#N.CCOC(C)=O. The product is [C:21]([NH:2][CH2:3][CH2:4][NH:5][C:6]([C:8]1[O:9][C:10]([CH3:20])([C:14]2[CH:19]=[CH:18][CH:17]=[CH:16][CH:15]=2)[C:11](=[O:13])[CH:12]=1)=[O:7])(=[O:43])[CH2:22][CH2:23]/[CH:24]=[CH:25]\[CH2:26]/[CH:27]=[CH:28]\[CH2:29]/[CH:30]=[CH:31]\[CH2:32]/[CH:33]=[CH:34]\[CH2:35]/[CH:36]=[CH:37]\[CH2:38]/[CH:39]=[CH:40]\[CH2:41][CH3:42]. The yield is 0.330. (3) The reactants are [Cl:1][C:2]1[C:7]([N:8]2[CH2:13][CH2:12][CH:11]([C:14]3[CH:19]=[C:18]([O:20][CH3:21])[CH:17]=[CH:16][C:15]=3[O:22][CH3:23])[CH2:10][CH2:9]2)=[CH:6][N:5]=[N:4][C:3]=1[NH:24][NH:25][C:26](=O)[CH2:27][C:28]([F:31])([F:30])[F:29].P(Cl)(Cl)(Cl)=O. The catalyst is C(#N)C. The product is [Cl:1][C:2]1[C:3]2[N:4]([C:26]([CH2:27][C:28]([F:30])([F:31])[F:29])=[N:25][N:24]=2)[N:5]=[CH:6][C:7]=1[N:8]1[CH2:9][CH2:10][CH:11]([C:14]2[CH:19]=[C:18]([O:20][CH3:21])[CH:17]=[CH:16][C:15]=2[O:22][CH3:23])[CH2:12][CH2:13]1. The yield is 0.00900.